From a dataset of Catalyst prediction with 721,799 reactions and 888 catalyst types from USPTO. Predict which catalyst facilitates the given reaction. (1) Reactant: [CH:1]([N:14]1[C:22]2[C:17](=[CH:18][CH:19]=[C:20]([Cl:23])[CH:21]=2)[CH:16]=[C:15]1[CH:24]=O)([C:8]1[CH:13]=[CH:12][CH:11]=[CH:10][CH:9]=1)[C:2]1[CH:7]=[CH:6][CH:5]=[CH:4][CH:3]=1.[N+:26]([CH3:29])([O-:28])=[O:27]. Product: [CH:1]([N:14]1[C:22]2[C:17](=[CH:18][CH:19]=[C:20]([Cl:23])[CH:21]=2)[CH:16]=[C:15]1[CH:24]=[CH:29][N+:26]([O-:28])=[O:27])([C:8]1[CH:13]=[CH:12][CH:11]=[CH:10][CH:9]=1)[C:2]1[CH:7]=[CH:6][CH:5]=[CH:4][CH:3]=1. The catalyst class is: 25. (2) Reactant: [F:1][C:2]1[C:7]([F:8])=[C:6]([N:9]2[CH2:14][CH2:13][O:12][CH2:11][CH2:10]2)[CH:5]=[CH:4][C:3]=1[N:15]1[CH:20]=[C:19]([O:21][CH3:22])[C:18](=[O:23])[C:17]([C:24](O)=[O:25])=[N:16]1.Cl.[CH3:28][NH:29][O:30][CH3:31].C1C=CC2N(O)N=NC=2C=1.C(N(CC)CC)C.CCN=C=NCCCN(C)C. Product: [F:1][C:2]1[C:7]([F:8])=[C:6]([N:9]2[CH2:10][CH2:11][O:12][CH2:13][CH2:14]2)[CH:5]=[CH:4][C:3]=1[N:15]1[CH:20]=[C:19]([O:21][CH3:22])[C:18](=[O:23])[C:17]([C:24]([N:29]([O:30][CH3:31])[CH3:28])=[O:25])=[N:16]1. The catalyst class is: 31. (3) Reactant: [Br:1][C:2]1[CH:6]=[C:5]([C:7]([OH:9])=O)[N:4]([C:10]2[C:15]([Cl:16])=[CH:14][CH:13]=[CH:12][N:11]=2)[N:3]=1.C(Cl)(=O)C(Cl)=O.[CH3:23][C:24]1[CH:25]=[CH:26][CH:27]=[C:28]2[C:33]=1[NH:32][CH2:31][N:30]([CH:34]([CH3:36])[CH3:35])[C:29]2=[O:37].N1C=CC=CC=1.C1CN2C(=NCCC2)NC1. Product: [Br:1][C:2]1[CH:6]=[C:5]([C:7]([N:32]2[C:33]3[C:28](=[CH:27][CH:26]=[CH:25][C:24]=3[CH3:23])[C:29](=[O:37])[N:30]([CH:34]([CH3:36])[CH3:35])[CH2:31]2)=[O:9])[N:4]([C:10]2[C:15]([Cl:16])=[CH:14][CH:13]=[CH:12][N:11]=2)[N:3]=1. The catalyst class is: 120. (4) Reactant: [H-].[Na+].[Br:3][C:4]1[CH:5]=[CH:6][C:7]2[NH:12][C:11](=[O:13])[O:10][CH2:9][C:8]=2[CH:14]=1.Cl[CH2:16][O:17][CH2:18][CH2:19][Si:20]([CH3:23])([CH3:22])[CH3:21]. Product: [Br:3][C:4]1[CH:5]=[CH:6][C:7]2[N:12]([CH2:16][O:17][CH2:18][CH2:19][Si:20]([CH3:23])([CH3:22])[CH3:21])[C:11](=[O:13])[O:10][CH2:9][C:8]=2[CH:14]=1. The catalyst class is: 9. (5) Reactant: [C:1]([OH:9])(=O)[C:2]1[CH:7]=[CH:6][CH:5]=[CH:4][CH:3]=1.[Cl:10][C:11]1[NH:19][C:18]2[C:17](=[O:20])[N:16]([CH2:21][CH2:22][CH2:23][CH2:24]/[C:25](=[N:28]/[H])/[NH:26]O)[C:15](=[O:30])[N:14]([CH2:31][CH2:32][CH3:33])[C:13]=2[N:12]=1. Product: [Cl:10][C:11]1[NH:19][C:18]2[C:17](=[O:20])[N:16]([CH2:21][CH2:22][CH2:23][CH2:24][C:25]3[N:26]=[C:1]([C:2]4[CH:3]=[CH:4][CH:5]=[CH:6][CH:7]=4)[O:9][N:28]=3)[C:15](=[O:30])[N:14]([CH2:31][CH2:32][CH3:33])[C:13]=2[N:12]=1. The catalyst class is: 16. (6) Reactant: I[C:2]1[C:15]([O:16][CH3:17])=[CH:14][C:13]2[C@:12]34[CH2:18][CH2:19][N:20]([C:21]([O:23][CH2:24][C:25]5[CH:30]=[CH:29][CH:28]=[CH:27][CH:26]=5)=[O:22])[C@@H:6]([C@@H:7]3[CH2:8][CH2:9][CH2:10][CH2:11]4)[CH2:5][C:4]=2[CH:3]=1.[Cl:31][C:32]1[CH:37]=[CH:36][C:35](B(O)O)=[CH:34][CH:33]=1.C([O-])([O-])=O.[K+].[K+].O. Product: [Cl:31][C:32]1[CH:37]=[CH:36][C:35]([C:2]2[C:15]([O:16][CH3:17])=[CH:14][C:13]3[C@:12]45[CH2:18][CH2:19][N:20]([C:21]([O:23][CH2:24][C:25]6[CH:26]=[CH:27][CH:28]=[CH:29][CH:30]=6)=[O:22])[C@@H:6]([C@@H:7]4[CH2:8][CH2:9][CH2:10][CH2:11]5)[CH2:5][C:4]=3[CH:3]=2)=[CH:34][CH:33]=1. The catalyst class is: 77. (7) Reactant: [Br:1][C:2]1[CH:11]=[CH:10][C:5]([C:6]([NH:8][NH2:9])=[O:7])=[CH:4][CH:3]=1.CCN=C=NCCCN(C)C.Cl.C1C=CC2N(O)N=NC=2C=1.C(N(CC)CC)C.[C:41]([NH:44][CH2:45][C:46](O)=[O:47])(=[O:43])[CH3:42]. Product: [Br:1][C:2]1[CH:11]=[CH:10][C:5]([C:6]([NH:8][NH:9][C:46](=[O:47])[CH2:45][NH:44][C:41](=[O:43])[CH3:42])=[O:7])=[CH:4][CH:3]=1. The catalyst class is: 2.